Dataset: Reaction yield outcomes from USPTO patents with 853,638 reactions. Task: Predict the reaction yield, written as a fraction of the theoretical maximum amount of product (1.0 means a 100% yield; for example, 0.34 means a 34% yield). (1) The reactants are [OH-].[Na+].[CH2:3]([N:6]([C:17]1[CH:18]=[C:19]([C:23]2[CH:28]=[CH:27][C:26](/[CH:29]=[CH:30]/[C:31]([O:33]C)=[O:32])=[CH:25][CH:24]=2)[CH:20]=[CH:21][CH:22]=1)[C:7]([NH:9][CH2:10][CH2:11][CH2:12][CH2:13][CH2:14][CH2:15][CH3:16])=[O:8])[CH2:4][CH3:5]. The catalyst is O1CCCC1.CO. The product is [CH2:3]([N:6]([C:17]1[CH:18]=[C:19]([C:23]2[CH:28]=[CH:27][C:26](/[CH:29]=[CH:30]/[C:31]([OH:33])=[O:32])=[CH:25][CH:24]=2)[CH:20]=[CH:21][CH:22]=1)[C:7]([NH:9][CH2:10][CH2:11][CH2:12][CH2:13][CH2:14][CH2:15][CH3:16])=[O:8])[CH2:4][CH3:5]. The yield is 0.850. (2) The reactants are [NH2:1][C:2]1[C:3]([O:20][CH3:21])=[CH:4][C:5]([CH:17]([CH3:19])[CH3:18])=[C:6]([CH:16]=1)[O:7][C:8]1[C:9]([NH2:15])=[N:10][C:11]([NH2:14])=[N:12][CH:13]=1.C(O)(C(F)(F)F)=O.[C:29](Cl)(Cl)=[S:30].[OH-].[Na+]. The catalyst is O. The product is [CH:17]([C:5]1[CH:4]=[C:3]([O:20][CH3:21])[C:2]([N:1]=[C:29]=[S:30])=[CH:16][C:6]=1[O:7][C:8]1[C:9]([NH2:15])=[N:10][C:11]([NH2:14])=[N:12][CH:13]=1)([CH3:19])[CH3:18]. The yield is 0.360. (3) The reactants are [Cl:1][C:2]1[C:3]([Cl:19])=[N:4][C:5]([O:11][CH2:12][CH2:13][O:14][C:15]([F:18])([F:17])[F:16])=[C:6]([CH:10]=1)[C:7]([NH2:9])=O.O=P(Cl)(Cl)Cl.N1C=CC=CC=1. The catalyst is CC#N.[OH-].[Na+]. The product is [Cl:1][C:2]1[C:3]([Cl:19])=[N:4][C:5]([O:11][CH2:12][CH2:13][O:14][C:15]([F:18])([F:16])[F:17])=[C:6]([CH:10]=1)[C:7]#[N:9]. The yield is 0.880. (4) The reactants are [H-].[Na+].[CH2:3]([N:7]1[CH:12]=[CH:11][C:10](=[O:13])[N:9]([CH3:14])[C:8]1=[O:15])[CH:4]([CH3:6])[CH3:5].C1(C)C=CC(S([CH:25]([N+:27]#[C-:28])[CH3:26])(=O)=O)=CC=1. The catalyst is C1COCC1. The product is [CH2:3]([N:7]1[C:12]2=[C:25]([CH3:26])[NH:27][CH:28]=[C:11]2[C:10](=[O:13])[N:9]([CH3:14])[C:8]1=[O:15])[CH:4]([CH3:6])[CH3:5]. The yield is 0.640. (5) The reactants are C([O:3][C:4](=[O:37])[C:5]1[CH:10]=[CH:9][CH:8]=[C:7]([N:11]2[C:15]([CH3:16])=[CH:14][CH:13]=[C:12]2[C:17]2[CH:22]=[C:21]([C:23]([F:26])([F:25])[F:24])[CH:20]=[CH:19][C:18]=2[O:27][CH2:28][C:29]2[CH:34]=[CH:33][C:32]([F:35])=[CH:31][C:30]=2[Cl:36])[CH:6]=1)C.[OH-].[Na+].CCO. The catalyst is CCOC(C)=O. The product is [F:26][C:23]([F:24])([F:25])[C:21]1[CH:20]=[CH:19][C:18]([O:27][CH2:28][C:29]2[CH:34]=[CH:33][C:32]([F:35])=[CH:31][C:30]=2[Cl:36])=[C:17]([C:12]2[N:11]([C:7]3[CH:6]=[C:5]([CH:10]=[CH:9][CH:8]=3)[C:4]([OH:37])=[O:3])[C:15]([CH3:16])=[CH:14][CH:13]=2)[CH:22]=1. The yield is 0.990. (6) The reactants are CC([O-])(C)C.[K+].[CH3:7][S:8][C:9]1[N:14]=[C:13]([C:15]2[CH:20]=[CH:19][NH:18][C:17](=[O:21])[N:16]=2)[CH:12]=[CH:11][N:10]=1.CS(O[CH:27]([C:37]1[CH:42]=[CH:41][C:40]([Cl:43])=[C:39]([F:44])[CH:38]=1)[CH2:28][O:29][Si:30]([C:33]([CH3:36])([CH3:35])[CH3:34])([CH3:32])[CH3:31])(=O)=O. The catalyst is [I-].C([N+](CCCC)(CCCC)CCCC)CCC.C1COCC1. The product is [Si:30]([O:29][CH2:28][CH:27]([N:18]1[CH:19]=[CH:20][C:15]([C:13]2[CH:12]=[CH:11][N:10]=[C:9]([S:8][CH3:7])[N:14]=2)=[N:16][C:17]1=[O:21])[C:37]1[CH:42]=[CH:41][C:40]([Cl:43])=[C:39]([F:44])[CH:38]=1)([C:33]([CH3:35])([CH3:36])[CH3:34])([CH3:32])[CH3:31]. The yield is 0.330.